From a dataset of Full USPTO retrosynthesis dataset with 1.9M reactions from patents (1976-2016). Predict the reactants needed to synthesize the given product. Given the product [Br:1][C:2]1[CH:23]=[CH:22][C:5]([O:6][CH2:7][CH:8]2[CH2:13][CH2:12][N:11]([CH2:14][C:15]3([F:34])[CH2:20][CH2:19][CH2:18][CH2:17][CH2:16]3)[CH2:10][CH2:9]2)=[CH:4][CH:3]=1, predict the reactants needed to synthesize it. The reactants are: [Br:1][C:2]1[CH:23]=[CH:22][C:5]([O:6][CH2:7][CH:8]2[CH2:13][CH2:12][N:11]([CH2:14][C:15]3(O)[CH2:20][CH2:19][CH2:18][CH2:17][CH2:16]3)[CH2:10][CH2:9]2)=[CH:4][CH:3]=1.COCCN(S(F)(F)[F:34])CCOC.C([O-])(O)=O.[Na+].